This data is from Forward reaction prediction with 1.9M reactions from USPTO patents (1976-2016). The task is: Predict the product of the given reaction. (1) Given the reactants S(Cl)(Cl)=O.[C:5]([CH:7]([C:20]1[CH:25]=[CH:24][CH:23]=[C:22]([F:26])[CH:21]=1)[CH:8]([C:13]1[CH:18]=[CH:17][C:16]([F:19])=[CH:15][CH:14]=1)[CH2:9][C:10]([OH:12])=[O:11])#[N:6].[C:27]1(=O)[CH2:32][CH2:31][CH2:30][C:29](=[O:33])[CH2:28]1.C(N(CC)CC)C, predict the reaction product. The product is: [C:5]([CH:7]([C:20]1[CH:25]=[CH:24][CH:23]=[C:22]([F:26])[CH:21]=1)[CH:8]([C:13]1[CH:18]=[CH:17][C:16]([F:19])=[CH:15][CH:14]=1)[CH2:9][C:10]([O:12][C:27]1[CH2:32][CH2:31][CH2:30][C:29](=[O:33])[CH:28]=1)=[O:11])#[N:6]. (2) Given the reactants CN(C)C=O.[Br:6][C:7]1[CH:8]=[C:9]([C:13]2[C:22]3[C:17](=[CH:18][C:19]([Cl:24])=[C:20]([CH3:23])[CH:21]=3)[O:16][C:15](=[O:25])[C:14]=2[CH2:26][C:27](O)=[O:28])[CH:10]=[CH:11][CH:12]=1.S(Cl)(Cl)=O.[NH2:34][C:35]1[CH:40]=[CH:39][C:38]([F:41])=[CH:37][C:36]=1[C:42]([F:45])([F:44])[F:43], predict the reaction product. The product is: [Br:6][C:7]1[CH:8]=[C:9]([C:13]2[C:22]3[C:17](=[CH:18][C:19]([Cl:24])=[C:20]([CH3:23])[CH:21]=3)[O:16][C:15](=[O:25])[C:14]=2[CH2:26][C:27]([NH:34][C:35]2[CH:40]=[CH:39][C:38]([F:41])=[CH:37][C:36]=2[C:42]([F:45])([F:43])[F:44])=[O:28])[CH:10]=[CH:11][CH:12]=1. (3) Given the reactants [CH2:1]([P:3]([C:8]1[CH:13]=[CH:12][C:11]([N+:14]([O-])=O)=[CH:10][C:9]=1[O:17][CH3:18])(=[O:7])[O:4][CH2:5][CH3:6])[CH3:2], predict the reaction product. The product is: [NH2:14][C:11]1[CH:12]=[CH:13][C:8]([P:3]([CH2:1][CH3:2])(=[O:7])[O:4][CH2:5][CH3:6])=[C:9]([O:17][CH3:18])[CH:10]=1.